The task is: Predict the product of the given reaction.. This data is from Forward reaction prediction with 1.9M reactions from USPTO patents (1976-2016). (1) The product is: [NH2:25][C:26]1[N:31]=[C:30]([N:17]2[C:18]3[CH:19]=[CH:20][CH:21]=[C:13]([C:11]([NH:10][CH2:9][C:8]4[CH:22]=[CH:23][CH:24]=[C:6]([NH:5][S:2]([CH3:1])(=[O:3])=[O:4])[CH:7]=4)=[O:12])[C:14]=3[CH:15]=[CH:16]2)[CH:29]=[CH:28][N:27]=1. Given the reactants [CH3:1][S:2]([NH:5][C:6]1[CH:7]=[C:8]([CH:22]=[CH:23][CH:24]=1)[CH2:9][NH:10][C:11]([C:13]1[C:14]2[CH:15]=[CH:16][NH:17][C:18]=2[CH:19]=[CH:20][CH:21]=1)=[O:12])(=[O:4])=[O:3].[NH2:25][C:26]1[N:31]=[C:30](Cl)[CH:29]=[CH:28][N:27]=1.C(NC1C=C(C=CC=1)CNC(C1C2C=CN(C3C=CN=C(N)N=3)C=2C=CC=1)=O)(=O)C, predict the reaction product. (2) Given the reactants Cl[C:2]1[N:3]=[C:4]([N:12]2[CH2:17][CH2:16][O:15][CH2:14][CH2:13]2)[C:5]2[O:10][C:9](I)=[CH:8][C:6]=2[N:7]=1.[N:18]1[CH:23]=[CH:22][CH:21]=[C:20](B(O)O)[CH:19]=1, predict the reaction product. The product is: [O:15]1[CH2:16][CH2:17][N:12]([C:4]2[C:5]3[O:10][C:9]([C:20]4[CH:19]=[N:18][CH:23]=[CH:22][CH:21]=4)=[CH:8][C:6]=3[N:7]=[C:2]([C:20]3[CH:19]=[N:18][CH:23]=[CH:22][CH:21]=3)[N:3]=2)[CH2:13][CH2:14]1. (3) Given the reactants C(OC([NH:11][CH2:12][C:13]1[C:14]([CH2:30][C:31]([CH3:34])([CH3:33])[CH3:32])=[N:15][C:16]([CH3:29])=[C:17]([C:21]=1[C:22]1[CH:27]=[CH:26][C:25]([CH3:28])=[CH:24][CH:23]=1)[C:18]([OH:20])=[O:19])=O)C1C=CC=CC=1.O1CCCC1, predict the reaction product. The product is: [NH2:11][CH2:12][C:13]1[C:14]([CH2:30][C:31]([CH3:34])([CH3:33])[CH3:32])=[N:15][C:16]([CH3:29])=[C:17]([C:21]=1[C:22]1[CH:27]=[CH:26][C:25]([CH3:28])=[CH:24][CH:23]=1)[C:18]([OH:20])=[O:19]. (4) Given the reactants [C:1]([C:5]1[CH:6]=[C:7]2[C:12](=[C:13]([F:15])[CH:14]=1)[C:11](=[O:16])[N:10]([C:17]1[CH:27]=[CH:26][CH:25]=[C:24](B3OC(C)(C)C(C)(C)O3)[C:18]=1[CH2:19][O:20][C:21](=[O:23])[CH3:22])[N:9]=[CH:8]2)([CH3:4])([CH3:3])[CH3:2].C(=O)([O-])[O-].[Na+].[Na+].Cl[C:44]1[CH:45]=[C:46]([Si:52]([CH3:55])([CH3:54])[CH3:53])[C:47](=[O:51])[N:48]([CH3:50])[N:49]=1.IC1C=C([Si](C)(C)C)C(=O)N(C)N=1, predict the reaction product. The product is: [C:1]([C:5]1[CH:6]=[C:7]2[C:12](=[C:13]([F:15])[CH:14]=1)[C:11](=[O:16])[N:10]([C:17]1[CH:27]=[CH:26][CH:25]=[C:24]([C:44]3[CH:45]=[C:46]([Si:52]([CH3:54])([CH3:53])[CH3:55])[C:47](=[O:51])[N:48]([CH3:50])[N:49]=3)[C:18]=1[CH2:19][O:20][C:21](=[O:23])[CH3:22])[N:9]=[CH:8]2)([CH3:2])([CH3:3])[CH3:4]. (5) Given the reactants [F:1][C:2]1[CH:7]=[C:6]([CH3:8])[C:5]([S:9][CH2:10][C:11]([F:14])([F:13])[F:12])=[CH:4][C:3]=1[N:15]1[C:19]([NH:20][CH2:21][C:22]#[CH:23])=[CH:18][C:17]([O:24][C:25]([F:40])([F:39])[CH:26]([F:38])[O:27][C:28]([F:37])([F:36])[C:29]([F:35])([F:34])[C:30]([F:33])([F:32])[F:31])=[N:16]1.ClC1C=CC=C(C(OO)=[O:49])C=1, predict the reaction product. The product is: [F:1][C:2]1[CH:7]=[C:6]([CH3:8])[C:5]([S:9]([CH2:10][C:11]([F:14])([F:13])[F:12])=[O:49])=[CH:4][C:3]=1[N:15]1[C:19]([NH:20][CH2:21][C:22]#[CH:23])=[CH:18][C:17]([O:24][C:25]([F:40])([F:39])[CH:26]([F:38])[O:27][C:28]([F:36])([F:37])[C:29]([F:34])([F:35])[C:30]([F:33])([F:31])[F:32])=[N:16]1. (6) Given the reactants [ClH:1].C(OCC)(=O)C.[CH2:8]([O:15][C:16]([NH:18][CH2:19][CH:20]1[CH2:23][N:22](C(OC(C)(C)C)=O)[CH2:21]1)=[O:17])[C:9]1[CH:14]=[CH:13][CH:12]=[CH:11][CH:10]=1, predict the reaction product. The product is: [ClH:1].[CH2:8]([O:15][C:16]([NH:18][CH2:19][CH:20]1[CH2:23][NH:22][CH2:21]1)=[O:17])[C:9]1[CH:10]=[CH:11][CH:12]=[CH:13][CH:14]=1. (7) Given the reactants [CH3:1][O:2][CH2:3][CH2:4][CH2:5][CH2:6][N:7]1[C:15]2[C:14](=[O:16])[CH2:13][CH2:12][CH2:11][C:10]=2[CH:9]=[C:8]1[C:17]([O:19]CC)=[O:18].O.[OH-].[Li+], predict the reaction product. The product is: [CH3:1][O:2][CH2:3][CH2:4][CH2:5][CH2:6][N:7]1[C:15]2[C:14](=[O:16])[CH2:13][CH2:12][CH2:11][C:10]=2[CH:9]=[C:8]1[C:17]([OH:19])=[O:18]. (8) The product is: [CH:24]1([CH:30]2[NH:13][C:6]3[CH:5]=[CH:4][C:3]([C:1]4[CH:19]=[CH:18][CH:17]=[CH:16][C:15]=4[Cl:14])=[CH:8][C:7]=3[S:9](=[O:11])(=[O:10])[NH:12]2)[CH2:29][CH2:28][CH2:27][CH2:26][CH2:25]1. Given the reactants [C:1]([C:3]1[CH:4]=[CH:5][C:6]([NH2:13])=[C:7]([S:9]([NH2:12])(=[O:11])=[O:10])[CH:8]=1)#N.[Cl:14][C:15]1C=[CH:19][CH:18]=[CH:17][C:16]=1B(O)O.[CH:24]1([CH:30]=O)[CH2:29][CH2:28][CH2:27][CH2:26][CH2:25]1, predict the reaction product. (9) Given the reactants Cl[C:2]1[C:7]([O:8][CH2:9][CH2:10][O:11][C:12]2[CH:17]=[CH:16][CH:15]=[CH:14][C:13]=2[Cl:18])=[N:6][CH:5]=[CH:4][N:3]=1.[CH2:19]([N:21]1[CH2:26][CH2:25][NH:24][CH2:23][CH2:22]1)[CH3:20], predict the reaction product. The product is: [CH2:19]([N:21]1[CH2:26][CH2:25][N:24]([C:2]2[C:7]([O:8][CH2:9][CH2:10][O:11][C:12]3[CH:17]=[CH:16][CH:15]=[CH:14][C:13]=3[Cl:18])=[N:6][CH:5]=[CH:4][N:3]=2)[CH2:23][CH2:22]1)[CH3:20].